This data is from Reaction yield outcomes from USPTO patents with 853,638 reactions. The task is: Predict the reaction yield, written as a fraction of the theoretical maximum amount of product (1.0 means a 100% yield; for example, 0.34 means a 34% yield). (1) The catalyst is O1CCOCC1.O. The reactants are [N+:1]([C:4]1[CH:5]=[C:6]2[C:10](=[CH:11][CH:12]=1)[NH:9][NH:8][C:7]2=[O:13])([O-:3])=[O:2].Br[CH2:15][CH2:16][O:17][CH2:18][CH2:19][O:20][CH3:21].[I-].[K+].[OH-].[Na+]. The yield is 0.610. The product is [CH3:21][O:20][CH2:19][CH2:18][O:17][CH2:16][CH2:15][N:9]1[C:10]2[C:6](=[CH:5][C:4]([N+:1]([O-:3])=[O:2])=[CH:12][CH:11]=2)[C:7](=[O:13])[NH:8]1. (2) The reactants are [F:1][C:2]1[CH:20]=[C:19]([CH3:21])[CH:18]=[CH:17][C:3]=1[O:4][C:5]1[CH:6]=[CH:7][C:8]2[N:12]=[C:11]([CH2:13][OH:14])[N:10]([CH3:15])[C:9]=2[CH:16]=1.O[C:23]1[CH:24]=[C:25]([CH:30]=[CH:31][CH:32]=1)[C:26]([O:28][CH3:29])=[O:27].C(P(CCCC)CCCC)CCC.N(C(N1CCCCC1)=O)=NC(N1CCCCC1)=O. The catalyst is ClCCl. The product is [F:1][C:2]1[CH:20]=[C:19]([CH3:21])[CH:18]=[CH:17][C:3]=1[O:4][C:5]1[CH:6]=[CH:7][C:8]2[N:12]=[C:11]([CH2:13][O:14][C:23]3[CH:24]=[C:25]([CH:30]=[CH:31][CH:32]=3)[C:26]([O:28][CH3:29])=[O:27])[N:10]([CH3:15])[C:9]=2[CH:16]=1. The yield is 0.780. (3) The reactants are [Br:1][C:2]1[CH:3]=[C:4]([C:14]([O:16]C)=[O:15])[C:5]2[CH:6]=[CH:7][N:8]([CH:11]([CH3:13])[CH3:12])[C:9]=2[CH:10]=1.[OH-].[Na+].Cl. The catalyst is CO.O1CCCC1.O. The product is [Br:1][C:2]1[CH:3]=[C:4]([C:14]([OH:16])=[O:15])[C:5]2[CH:6]=[CH:7][N:8]([CH:11]([CH3:13])[CH3:12])[C:9]=2[CH:10]=1. The yield is 0.990. (4) The reactants are N12CCN(CC1)CC2.[CH2:9]([N:11]([CH2:19][CH3:20])[C:12]1[S:16][C:15]([CH:17]=O)=[CH:14][CH:13]=1)[CH3:10].[CH2:21]([O:23][C:24]([C:26]1[C:30]([C:31]([O:33][CH2:34][CH3:35])=[O:32])=[C:29]([NH2:36])[S:28][C:27]=1[NH2:37])=[O:25])[CH3:22]. The catalyst is C1(C)C=CC=CC=1.[Ti](Cl)(Cl)(Cl)Cl. The product is [CH2:21]([O:23][C:24]([C:26]1[C:30]([C:31]([O:33][CH2:34][CH3:35])=[O:32])=[C:29]([N:36]=[CH:17][C:15]2[S:16][C:12]([N:11]([CH2:19][CH3:20])[CH2:9][CH3:10])=[CH:13][CH:14]=2)[S:28][C:27]=1[NH2:37])=[O:25])[CH3:22]. The yield is 0.670. (5) The reactants are O[CH2:2][CH2:3][O:4][C:5]1[CH:20]=[CH:19][C:8]([CH2:9][CH:10]([C:15]([O:17][CH3:18])=[O:16])[C:11]([O:13][CH3:14])=[O:12])=[CH:7][CH:6]=1.N1C=CC=CC=1.[S:27](Cl)([CH3:30])(=[O:29])=[O:28]. The catalyst is C(Cl)Cl. The product is [CH3:30][S:27]([CH2:2][CH2:3][O:4][C:5]1[CH:20]=[CH:19][C:8]([CH2:9][CH:10]([C:15]([O:17][CH3:18])=[O:16])[C:11]([O:13][CH3:14])=[O:12])=[CH:7][CH:6]=1)(=[O:29])=[O:28]. The yield is 0.800. (6) The reactants are Br[C:2]1[N:7]=[CH:6][C:5]2[N:8]=[C:9]([CH:14]([F:16])[F:15])[N:10]([CH:11]([CH3:13])[CH3:12])[C:4]=2[CH:3]=1.C1(P(C2C=CC=CC=2)C2C3OC4C(=CC=CC=4P(C4C=CC=CC=4)C4C=CC=CC=4)C(C)(C)C=3C=CC=2)C=CC=CC=1.[Cl:59][C:60]1[N:65]=[C:64]([NH2:66])[CH:63]=[CH:62][N:61]=1.C(=O)([O-])[O-].[Cs+].[Cs+]. The catalyst is O.O1CCOCC1. The product is [Cl:59][C:60]1[N:65]=[C:64]([NH:66][C:2]2[N:7]=[CH:6][C:5]3[N:8]=[C:9]([CH:14]([F:16])[F:15])[N:10]([CH:11]([CH3:13])[CH3:12])[C:4]=3[CH:3]=2)[CH:63]=[CH:62][N:61]=1. The yield is 0.430. (7) The reactants are Cl[C:2]1[CH:7]=[CH:6][C:5]([CH2:8][S:9][CH:10]2[CH2:14][CH2:13][CH2:12][CH2:11]2)=[CH:4][N:3]=1.[Cu][C:16]#[N:17].[NH4+].[OH-].CCCCCC.CCOC(C)=O. The catalyst is CN(C=O)C. The product is [CH:10]1([S:9][CH2:8][C:5]2[CH:6]=[CH:7][C:2]([C:16]#[N:17])=[N:3][CH:4]=2)[CH2:14][CH2:13][CH2:12][CH2:11]1. The yield is 0.400. (8) The catalyst is CO. The yield is 0.470. The product is [F:1][C:2]1[CH:3]=[C:4]2[C:9](=[CH:10][CH:11]=1)[N:8]([C:12]1[C:13]([C:26]3[CH:27]=[C:28]4[C:32](=[CH:33][CH:34]=3)[NH:31][N:30]=[CH:29]4)=[N:14][C:15]3[C:20]([N:21]=1)=[CH:19][C:18]([C:22]([OH:24])=[O:23])=[CH:17][CH:16]=3)[CH2:7][CH2:6][CH2:5]2. The reactants are [F:1][C:2]1[CH:3]=[C:4]2[C:9](=[CH:10][CH:11]=1)[N:8]([C:12]1[C:13]([C:26]3[CH:27]=[C:28]4[C:32](=[CH:33][CH:34]=3)[NH:31][N:30]=[CH:29]4)=[N:14][C:15]3[C:20]([N:21]=1)=[CH:19][C:18]([C:22]([O:24]C)=[O:23])=[CH:17][CH:16]=3)[CH2:7][CH2:6][CH2:5]2.[OH-].[Na+].O. (9) The reactants are [NH2:1][C:2]1[C:3]([C:19]([O:21]C)=O)=[N:4][C:5]([C:8]2[CH:13]=[CH:12][C:11]([C:14](=[O:18])[N:15]([CH3:17])[CH3:16])=[CH:10][CH:9]=2)=[CH:6][N:7]=1.[NH2:23][NH2:24]. The catalyst is CCO. The product is [NH2:1][C:2]1[N:7]=[CH:6][C:5]([C:8]2[CH:9]=[CH:10][C:11]([C:14]([N:15]([CH3:16])[CH3:17])=[O:18])=[CH:12][CH:13]=2)=[N:4][C:3]=1[C:19]([NH:23][NH2:24])=[O:21]. The yield is 0.870.